Dataset: Blood-brain barrier penetration binary classification data from Martins et al.. Task: Regression/Classification. Given a drug SMILES string, predict its absorption, distribution, metabolism, or excretion properties. Task type varies by dataset: regression for continuous measurements (e.g., permeability, clearance, half-life) or binary classification for categorical outcomes (e.g., BBB penetration, CYP inhibition). Dataset: bbb_martins. (1) The result is 1 (penetrates BBB). The compound is c1ccc([C@@H]2CN3CCSC3=N2)cc1. (2) The compound is CCOC(=O)Nc1ccc(NCc2ccc(F)cc2)cc1N. The result is 1 (penetrates BBB). (3) The molecule is CCC(C)(CC)OC(N)=O. The result is 1 (penetrates BBB). (4) The compound is C[N+](C)(C)CCO. The result is 1 (penetrates BBB). (5) The molecule is CC(C)C[C@H]1C(=O)N2CCC[C@H]2[C@]2(O)O[C@](NC(=O)[C@@H]3C=C4c5cccc6[nH]c(Br)c(c56)C[C@H]4N(C)C3)(C(C)C)C(=O)N12. The result is 0 (does not penetrate BBB). (6) The molecule is COc1ccc(C#N)cc1C(=O)NCCN1CCC(C(=O)c2ccc(F)cc2)CC1. The result is 1 (penetrates BBB). (7) The drug is Cc1cccc(C)c1. The result is 1 (penetrates BBB). (8) The molecule is Cc1nccnc1N1CCCCC1. The result is 1 (penetrates BBB).